From a dataset of Forward reaction prediction with 1.9M reactions from USPTO patents (1976-2016). Predict the product of the given reaction. (1) Given the reactants [Br:1][C:2]1[CH:3]=[CH:4][C:5]([NH:12][C:13]([O:15][CH:16]([CH3:18])[CH3:17])=[O:14])=[C:6]([CH:11]=1)[C:7]([O:9][CH3:10])=[O:8].Br[CH2:20][CH2:21][CH2:22][C:23]([O:25][CH3:26])=[O:24].C(=O)([O-])[O-].[Cs+].[Cs+].O, predict the reaction product. The product is: [Br:1][C:2]1[CH:3]=[CH:4][C:5]([N:12]([C:13]([O:15][CH:16]([CH3:18])[CH3:17])=[O:14])[CH2:20][CH2:21][CH2:22][C:23]([O:25][CH3:26])=[O:24])=[C:6]([CH:11]=1)[C:7]([O:9][CH3:10])=[O:8]. (2) Given the reactants [F:1][C:2]([F:19])([F:18])[C:3]1[CH:4]=[C:5]([C:9]2[CH:10]=[N:11][C:12]([C:15](=O)[CH3:16])=[N:13][CH:14]=2)[CH:6]=[CH:7][CH:8]=1.[BH3-]C#[N:22].[Na+], predict the reaction product. The product is: [F:1][C:2]([F:19])([F:18])[C:3]1[CH:4]=[C:5]([C:9]2[CH:10]=[N:11][C:12]([CH:15]([NH2:22])[CH3:16])=[N:13][CH:14]=2)[CH:6]=[CH:7][CH:8]=1. (3) Given the reactants [CH3:1][O:2][C:3]1[CH:12]=[CH:11][C:6]([CH:7]=[CH:8][CH:9]=O)=[CH:5][CH:4]=1.[C:13]([NH:16][CH:17]([C:23]([O:25][CH2:26][CH3:27])=[O:24])[C:18]([O:20][CH2:21][CH3:22])=[O:19])(=[O:15])[CH3:14], predict the reaction product. The product is: [C:13]([N:16]1[CH2:9][CH2:8][CH:7]([C:6]2[CH:11]=[CH:12][C:3]([O:2][CH3:1])=[CH:4][CH:5]=2)[C:17]1([C:23]([O:25][CH2:26][CH3:27])=[O:24])[C:18]([O:20][CH2:21][CH3:22])=[O:19])(=[O:15])[CH3:14].